From a dataset of Full USPTO retrosynthesis dataset with 1.9M reactions from patents (1976-2016). Predict the reactants needed to synthesize the given product. (1) Given the product [F:64][C:63]([F:66])([F:65])[C:61]([OH:67])=[O:62].[NH:27]([C:24]1[CH:23]=[CH:22][C:21]([C:20]([O:19][C:17]2[CH:16]=[CH:15][C:14]([CH2:32][CH2:33][C:34]([NH:36][C@H:37]([C:46]([OH:48])=[O:47])[CH2:38][C:39]([OH:41])=[O:40])=[O:35])=[C:13]([C:10]3[CH2:9][C:8]([C:6]([OH:7])=[O:5])([CH2:53][C:54]([OH:56])=[O:55])[O:12][N:11]=3)[CH:18]=2)=[O:31])=[CH:26][CH:25]=1)[C:28]([NH2:30])=[NH:29], predict the reactants needed to synthesize it. The reactants are: C([O:5][C:6]([C:8]1([CH2:53][C:54]([O:56]C(C)(C)C)=[O:55])[O:12][N:11]=[C:10]([C:13]2[CH:18]=[C:17]([O:19][C:20](=[O:31])[C:21]3[CH:26]=[CH:25][C:24]([NH:27][C:28]([NH2:30])=[NH:29])=[CH:23][CH:22]=3)[CH:16]=[CH:15][C:14]=2[CH2:32][CH2:33][C:34]([NH:36][C@H:37]([C:46]([O:48]C(C)(C)C)=[O:47])[CH2:38][C:39]([O:41]C(C)(C)C)=[O:40])=[O:35])[CH2:9]1)=[O:7])(C)(C)C.[C:61]([OH:67])([C:63]([F:66])([F:65])[F:64])=[O:62]. (2) The reactants are: [O:1]=[C:2]1[NH:6][C:5]2[CH:7]=[CH:8][C:9]([C:11]3[S:15][C:14]([N:16](C(OC(C)(C)C)=O)[CH2:17][C@@H:18]([NH:30]C(=O)OC(C)(C)C)[CH2:19][C:20]4[CH:25]=[CH:24][C:23]([C:26]([F:29])([F:28])[F:27])=[CH:22][CH:21]=4)=[N:13][N:12]=3)=[CH:10][C:4]=2[O:3]1.C(O)(C(F)(F)F)=O. Given the product [NH2:30][C@@H:18]([CH2:19][C:20]1[CH:25]=[CH:24][C:23]([C:26]([F:27])([F:28])[F:29])=[CH:22][CH:21]=1)[CH2:17][NH:16][C:14]1[S:15][C:11]([C:9]2[CH:8]=[CH:7][C:5]3[NH:6][C:2](=[O:1])[O:3][C:4]=3[CH:10]=2)=[N:12][N:13]=1, predict the reactants needed to synthesize it. (3) Given the product [Cl:26][C:27]1[CH:34]=[CH:33][C:30]([CH:31]([OH:32])[C:15]2[C:14]([C:21]([O:23][CH2:24][CH3:25])=[O:22])=[N:13][N:12]([CH:9]3[CH2:10][CH2:11]3)[C:16]=2[C:17]([F:18])([F:19])[F:20])=[CH:29][CH:28]=1, predict the reactants needed to synthesize it. The reactants are: [Li+].CC([N-]C(C)C)C.[CH:9]1([N:12]2[C:16]([C:17]([F:20])([F:19])[F:18])=[CH:15][C:14]([C:21]([O:23][CH2:24][CH3:25])=[O:22])=[N:13]2)[CH2:11][CH2:10]1.[Cl:26][C:27]1[CH:34]=[CH:33][C:30]([CH:31]=[O:32])=[CH:29][CH:28]=1. (4) The reactants are: [CH2:1]([N:8]([CH2:24][C:25]1[CH:30]=[CH:29][CH:28]=[CH:27][CH:26]=1)[C:9]1[CH:14]=[C:13]([N:15]2[CH2:20][CH2:19][NH:18][CH2:17][CH2:16]2)[CH:12]=[CH:11][C:10]=1[N+:21]([O-:23])=[O:22])[C:2]1[CH:7]=[CH:6][CH:5]=[CH:4][CH:3]=1.C(N(CC)CC)C.[C:38](Cl)(=[O:45])[C:39]1[CH:44]=[CH:43][CH:42]=[CH:41][CH:40]=1. Given the product [CH2:24]([N:8]([CH2:1][C:2]1[CH:3]=[CH:4][CH:5]=[CH:6][CH:7]=1)[C:9]1[CH:14]=[C:13]([N:15]2[CH2:20][CH2:19][N:18]([C:38]([C:39]3[CH:44]=[CH:43][CH:42]=[CH:41][CH:40]=3)=[O:45])[CH2:17][CH2:16]2)[CH:12]=[CH:11][C:10]=1[N+:21]([O-:23])=[O:22])[C:25]1[CH:30]=[CH:29][CH:28]=[CH:27][CH:26]=1, predict the reactants needed to synthesize it. (5) Given the product [CH2:1]([N:8]([C:21]([O:23][C:24]([CH3:27])([CH3:26])[CH3:25])=[O:22])[CH:9]1[CH2:15][CH2:14][CH2:13][C:12]2[CH:16]=[C:17]([OH:20])[C:18]([Cl:28])=[CH:19][C:11]=2[CH2:10]1)[C:2]1[CH:3]=[CH:4][CH:5]=[CH:6][CH:7]=1, predict the reactants needed to synthesize it. The reactants are: [CH2:1]([N:8]([C:21]([O:23][C:24]([CH3:27])([CH3:26])[CH3:25])=[O:22])[CH:9]1[CH2:15][CH2:14][CH2:13][C:12]2[CH:16]=[C:17]([OH:20])[CH:18]=[CH:19][C:11]=2[CH2:10]1)[C:2]1[CH:7]=[CH:6][CH:5]=[CH:4][CH:3]=1.[Cl:28]N1C(=O)CCC1=O. (6) The reactants are: [O:1]1[C:5]2[CH:6]=[CH:7][CH:8]=[CH:9][C:4]=2[CH:3]=[C:2]1[C:10]1[N:14]2[N:15]=[C:16](Cl)[CH:17]=[CH:18][C:13]2=[N:12][CH:11]=1.Cl.[NH2:21][C@H:22]1[CH2:27][CH2:26][CH2:25][CH2:24][C@@H:23]1[OH:28].C(N(C(C)C)C(C)C)C. Given the product [O:1]1[C:5]2[CH:6]=[CH:7][CH:8]=[CH:9][C:4]=2[CH:3]=[C:2]1[C:10]1[N:14]2[N:15]=[C:16]([NH:21][C@H:22]3[CH2:27][CH2:26][CH2:25][CH2:24][C@@H:23]3[OH:28])[CH:17]=[CH:18][C:13]2=[N:12][CH:11]=1, predict the reactants needed to synthesize it. (7) Given the product [C:17]([C:3]1[N:4]=[CH:5][C:6]([NH:8][C@H:9]([CH2:13][CH:14]2[CH2:16][CH2:15]2)[C:10]([NH2:12])=[O:11])=[N:7][C:2]=1[NH:28][C:21]1[C:22]2[C:23](=[N:24][CH:25]=[CH:26][CH:27]=2)[S:19][CH:20]=1)#[N:18], predict the reactants needed to synthesize it. The reactants are: Cl[C:2]1[N:7]=[C:6]([NH:8][C@H:9]([CH2:13][CH:14]2[CH2:16][CH2:15]2)[C:10]([NH2:12])=[O:11])[CH:5]=[N:4][C:3]=1[C:17]#[N:18].[S:19]1[C:23]2=[N:24][CH:25]=[CH:26][CH:27]=[C:22]2[C:21]([NH2:28])=[CH:20]1.C([O-])([O-])=O.[K+].[K+].C1C=CC(P(C2C(C3C(P(C4C=CC=CC=4)C4C=CC=CC=4)=CC=C4C=3C=CC=C4)=C3C(C=CC=C3)=CC=2)C2C=CC=CC=2)=CC=1.